From a dataset of Full USPTO retrosynthesis dataset with 1.9M reactions from patents (1976-2016). Predict the reactants needed to synthesize the given product. (1) The reactants are: [CH:1]1[N:5]2[CH:6]3[C@H:11]([CH2:12][CH2:13][C:4]2=[N:3][CH:2]=1)[C@H:10]1[CH2:14][CH2:15][C@H:16]2[C@H:20]([C@@H:9]1[CH2:8][CH2:7]3)[CH2:19][CH2:18][C@H:17]2[C:21]([O:23]C)=[O:22].[OH-].[Na+]. Given the product [CH:1]1[N:5]2[CH:6]3[C@H:11]([CH2:12][CH2:13][C:4]2=[N:3][CH:2]=1)[C@H:10]1[CH2:14][CH2:15][C@H:16]2[C@H:20]([C@@H:9]1[CH2:8][CH2:7]3)[CH2:19][CH2:18][C@H:17]2[C:21]([OH:23])=[O:22], predict the reactants needed to synthesize it. (2) The reactants are: [CH3:1][O:2][C:3]1[CH:4]=[C:5]2[C:10](=[CH:11][C:12]=1[O:13][CH3:14])[C:9]([CH3:15])=[N:8][C:7]([OH:16])=[CH:6]2.[OH-].[K+].Cl.Cl[CH2:21][C:22]1[CH:23]=[N:24][C:25]2[C:30]([CH:31]=1)=[C:29]([O:32][CH2:33][CH3:34])[CH:28]=[CH:27][CH:26]=2. Given the product [CH2:33]([O:32][C:29]1[CH:28]=[CH:27][CH:26]=[C:25]2[C:30]=1[CH:31]=[C:22]([CH2:21][C:6]1[C:5]3[C:10](=[CH:11][C:12]([O:13][CH3:14])=[C:3]([O:2][CH3:1])[CH:4]=3)[C:9]([CH3:15])=[N:8][C:7]=1[OH:16])[CH:23]=[N:24]2)[CH3:34], predict the reactants needed to synthesize it. (3) Given the product [CH3:1][O:2][C:3]([C:5]1[C:13]2[N:12]=[C:11]([NH2:14])[N:10]([CH2:15][C:16]3[CH:21]=[CH:20][CH:19]=[CH:18][CH:17]=3)[C:9]=2[CH:8]=[CH:7][CH:6]=1)=[O:4], predict the reactants needed to synthesize it. The reactants are: [CH3:1][O:2][C:3]([C:5]1[C:13]2[N:12]=[C:11]([NH2:14])[NH:10][C:9]=2[CH:8]=[CH:7][CH:6]=1)=[O:4].[CH2:15](Br)[C:16]1[CH:21]=[CH:20][CH:19]=[CH:18][CH:17]=1. (4) Given the product [CH2:43]([C:31]1[C:19]2[CH2:18][C:17](=[CH:16][CH2:15][CH2:14][N:11]3[CH2:10][CH2:9][C:8]([C:5]4[CH:4]=[CH:3][C:2]([Cl:1])=[CH:7][CH:6]=4)([OH:40])[CH2:13][CH2:12]3)[C:27]3[C:22]([O:21][C:20]=2[CH:28]=[CH:29][CH:30]=1)=[N:23][CH:24]=[CH:25][CH:26]=3)[CH:42]=[CH2:41], predict the reactants needed to synthesize it. The reactants are: [Cl:1][C:2]1[CH:7]=[CH:6][C:5]([C:8]2([OH:40])[CH2:13][CH2:12][N:11]([CH2:14][CH2:15][CH:16]=[C:17]3[C:27]4[C:22](=[N:23][CH:24]=[CH:25][CH:26]=4)[O:21][C:20]4[CH:28]=[CH:29][CH:30]=[C:31](OS(C(F)(F)F)(=O)=O)[C:19]=4[CH2:18]3)[CH2:10][CH2:9]2)=[CH:4][CH:3]=1.[CH2:41]([Sn](CCCC)(CCCC)CCCC)[CH:42]=[CH2:43].[Cl-].[Li+].[F-].[NH4+]. (5) Given the product [Cl:24][C:22]1[N:21]=[N:20][C:19]([O:6][C:5]2[C:7]([CH3:11])=[CH:8][CH:9]=[CH:10][C:4]=2[CH:1]2[CH2:3][CH2:2]2)=[C:18]([OH:17])[CH:23]=1, predict the reactants needed to synthesize it. The reactants are: [CH:1]1([C:4]2[CH:10]=[CH:9][CH:8]=[C:7]([CH3:11])[C:5]=2[O-:6])[CH2:3][CH2:2]1.[Na+].CS(C)=O.[OH:17][C:18]1[CH:23]=[C:22]([Cl:24])[N:21]=[N:20][C:19]=1Cl.C1(C2C=CC=C(C)C=2O)CC1. (6) The reactants are: Br[C:2]1[C:3]([C:16]2[CH:21]=[CH:20][CH:19]=[CH:18][CH:17]=2)=[N:4][C:5]2[C:10]([N:11]=1)=[CH:9][C:8]([C:12]([O:14][CH3:15])=[O:13])=[CH:7][CH:6]=2.[CH3:22][N:23]1[CH2:29][CH2:28][CH2:27][NH:26][CH2:25][CH2:24]1.CCN(C(C)C)C(C)C. Given the product [CH3:22][N:23]1[CH2:29][CH2:28][CH2:27][N:26]([C:2]2[C:3]([C:16]3[CH:21]=[CH:20][CH:19]=[CH:18][CH:17]=3)=[N:4][C:5]3[C:10]([N:11]=2)=[CH:9][C:8]([C:12]([O:14][CH3:15])=[O:13])=[CH:7][CH:6]=3)[CH2:25][CH2:24]1, predict the reactants needed to synthesize it.